From a dataset of Full USPTO retrosynthesis dataset with 1.9M reactions from patents (1976-2016). Predict the reactants needed to synthesize the given product. Given the product [F:1][C:2]1[CH:3]=[CH:4][C:5]([C@@H:8]([NH2:10])[CH3:9])=[N:6][CH:7]=1, predict the reactants needed to synthesize it. The reactants are: [F:1][C:2]1[CH:3]=[CH:4][C:5]([C@@H:8]([NH:10]C(=O)OC(C)(C)C)[CH3:9])=[N:6][CH:7]=1.Cl.O1CCOCC1.